This data is from Forward reaction prediction with 1.9M reactions from USPTO patents (1976-2016). The task is: Predict the product of the given reaction. Given the reactants Br[C:2]1[C:10]2[C:9]([NH:11][C@H:12]([C:14]3[N:19]([C:20]4[CH:25]=[CH:24][CH:23]=[CH:22][CH:21]=4)[C:18](=[O:26])[C:17]4=[C:27]([CH3:30])[CH:28]=[CH:29][N:16]4[N:15]=3)[CH3:13])=[N:8][CH:7]=[N:6][C:5]=2[N:4]([CH2:31][O:32][CH2:33][CH2:34][Si:35]([CH3:38])([CH3:37])[CH3:36])[CH:3]=1.[C:39]([C:41]1[CH:42]=[C:43]([NH:56][S:57]([CH3:60])(=[O:59])=[O:58])[CH:44]=[C:45](B2OC(C)(C)C(C)(C)O2)[CH:46]=1)#[N:40].C(=O)([O-])[O-].[Na+].[Na+], predict the reaction product. The product is: [C:39]([C:41]1[CH:42]=[C:43]([NH:56][S:57]([CH3:60])(=[O:59])=[O:58])[CH:44]=[C:45]([C:2]2[C:10]3[C:9]([NH:11][C@H:12]([C:14]4[N:19]([C:20]5[CH:25]=[CH:24][CH:23]=[CH:22][CH:21]=5)[C:18](=[O:26])[C:17]5=[C:27]([CH3:30])[CH:28]=[CH:29][N:16]5[N:15]=4)[CH3:13])=[N:8][CH:7]=[N:6][C:5]=3[N:4]([CH2:31][O:32][CH2:33][CH2:34][Si:35]([CH3:38])([CH3:37])[CH3:36])[CH:3]=2)[CH:46]=1)#[N:40].